From a dataset of Reaction yield outcomes from USPTO patents with 853,638 reactions. Predict the reaction yield, written as a fraction of the theoretical maximum amount of product (1.0 means a 100% yield; for example, 0.34 means a 34% yield). The reactants are [NH2:1][C:2]1[CH:3]=[C:4]2[C:9](=[CH:10][CH:11]=1)[N:8]=[CH:7][C:6]([C:12]#[N:13])=[C:5]2[NH:14][C:15]1[CH:20]=[CH:19][CH:18]=[C:17]([Cl:21])[CH:16]=1.[N:22]1[CH:27]=[CH:26][CH:25]=[C:24]([CH:28]=O)[CH:23]=1.[BH3-]C#N.[Na+]. The catalyst is CCO. The product is [Cl:21][C:17]1[CH:16]=[C:15]([NH:14][C:5]2[C:4]3[C:9](=[CH:10][CH:11]=[C:2]([NH:1][CH2:28][C:24]4[CH:23]=[N:22][CH:27]=[CH:26][CH:25]=4)[CH:3]=3)[N:8]=[CH:7][C:6]=2[C:12]#[N:13])[CH:20]=[CH:19][CH:18]=1. The yield is 0.400.